Dataset: Full USPTO retrosynthesis dataset with 1.9M reactions from patents (1976-2016). Task: Predict the reactants needed to synthesize the given product. Given the product [O:2]=[C:3]1[CH2:4][NH:5][C:6]2[C:15](=[CH:14][CH:13]=[C:8]([C:9]([O:11][CH3:12])=[O:10])[CH:7]=2)[NH:16]1, predict the reactants needed to synthesize it. The reactants are: C[O:2][C:3](=O)[CH2:4][NH:5][C:6]1[CH:7]=[C:8]([CH:13]=[CH:14][C:15]=1[N+:16]([O-])=O)[C:9]([O:11][CH3:12])=[O:10].